From a dataset of Full USPTO retrosynthesis dataset with 1.9M reactions from patents (1976-2016). Predict the reactants needed to synthesize the given product. (1) The reactants are: [CH2:1]([N:3]([CH2:10][CH2:11][OH:12])[C:4]1[CH:9]=[CH:8][CH:7]=[CH:6][CH:5]=1)[CH3:2].[C:13](OC(=O)C)(=[O:15])[CH3:14]. Given the product [CH2:1]([N:3]([CH2:10][CH2:11][O:12][C:13](=[O:15])[CH3:14])[C:4]1[CH:5]=[CH:6][CH:7]=[CH:8][CH:9]=1)[CH3:2], predict the reactants needed to synthesize it. (2) Given the product [C:26]1([O:25][C:23]([N:19]2[CH2:18][CH2:17][N:16]([C:11]3[N:10]=[N:9][C:8]([CH2:1][C:2]4[CH:7]=[CH:6][CH:5]=[CH:4][CH:3]=4)=[C:13]([CH3:14])[C:12]=3[CH3:15])[CH2:21][CH2:20]2)=[O:24])[CH:31]=[CH:30][CH:29]=[CH:28][CH:27]=1, predict the reactants needed to synthesize it. The reactants are: [CH2:1]([C:8]1[N:9]=[N:10][C:11]([N:16]2[CH2:21][CH2:20][NH:19][CH2:18][CH2:17]2)=[C:12]([CH3:15])[C:13]=1[CH3:14])[C:2]1[CH:7]=[CH:6][CH:5]=[CH:4][CH:3]=1.Cl[C:23]([O:25][C:26]1[CH:31]=[CH:30][CH:29]=[CH:28][CH:27]=1)=[O:24].CN1CCOCC1. (3) Given the product [Cl:42][C:39]1[CH:40]=[CH:41][C:36]([S:33]([NH:32][C:26]2[CH:27]=[C:28]([Cl:31])[CH:29]=[CH:30][C:25]=2[S:24][CH:68]2[CH2:69][CH2:70][C:66](=[O:71])[CH2:67]2)(=[O:34])=[O:35])=[CH:37][C:38]=1[C:43]([F:46])([F:45])[F:44], predict the reactants needed to synthesize it. The reactants are: [Cl:31][C:28]1[CH:29]=[CH:30][C:25]([S:24][S:24][C:25]2[CH:30]=[CH:29][C:28]([Cl:31])=[CH:27][C:26]=2[NH:32][S:33]([C:36]2[CH:41]=[CH:40][C:39]([Cl:42])=[C:38]([C:43]([F:46])([F:45])[F:44])[CH:37]=2)(=[O:35])=[O:34])=[C:26]([NH:32][S:33]([C:36]2[CH:41]=[CH:40][C:39]([Cl:42])=[C:38]([C:43]([F:44])([F:45])[F:46])[CH:37]=2)(=[O:34])=[O:35])[CH:27]=1.C1(P(C2C=CC=CC=2)C2C=CC=CC=2)C=CC=CC=1.[C:66]1(=[O:71])[CH2:70][CH2:69][CH:68]=[CH:67]1.CC1C=CC(S(O)(=O)=O)=CC=1. (4) Given the product [CH3:9][C:10]1[C:11]([O:20][CH2:1][C:2]2[CH:7]=[CH:6][CH:5]=[CH:4][CH:3]=2)=[C:12]([OH:18])[CH:13]=[C:14]([CH3:17])[C:15]=1[Br:16], predict the reactants needed to synthesize it. The reactants are: [CH2:1](Br)[C:2]1[CH:7]=[CH:6][CH:5]=[CH:4][CH:3]=1.[CH3:9][C:10]1[CH:11]=[C:12]([OH:18])[CH:13]=[C:14]([CH3:17])[C:15]=1[Br:16].C([O-])([O-])=[O:20].[K+].[K+].Cl. (5) Given the product [OH:30][C:19]1[CH:20]=[C:21]([C:24]2[CH:29]=[CH:28][CH:27]=[CH:26][CH:25]=2)[CH:22]=[CH:23][C:18]=1[CH2:17][NH:16][C:4](=[O:15])[CH2:3][CH2:8][CH2:7][CH3:6], predict the reactants needed to synthesize it. The reactants are: NC[C:3]1[C:8](C2C=CC=CC=2)=[CH:7][CH:6]=C[C:4]=1[OH:15].[NH2:16][CH2:17][C:18]1[CH:23]=[CH:22][C:21]([C:24]2[CH:29]=[CH:28][CH:27]=[CH:26][CH:25]=2)=[CH:20][C:19]=1[OH:30].C(Cl)(=O)CCCC.C(N(C(C)C)C(C)C)C. (6) Given the product [C:1]([OH:16])(=[O:15])/[CH:2]=[CH:3]/[C:4]1[CH:14]=[C:11]([O:12][CH3:13])[C:9]([OH:10])=[C:6]([O:7][CH3:8])[CH:5]=1.[CH2:17]([N:19]([CH2:22][CH3:23])[CH2:20][CH3:21])[CH3:18], predict the reactants needed to synthesize it. The reactants are: [C:1]([OH:16])(=[O:15])/[CH:2]=[CH:3]/[C:4]1[CH:14]=[C:11]([O:12][CH3:13])[C:9]([OH:10])=[C:6]([O:7][CH3:8])[CH:5]=1.[CH2:17]([N:19]([CH2:22][CH3:23])[CH2:20][CH3:21])[CH3:18].